This data is from Reaction yield outcomes from USPTO patents with 853,638 reactions. The task is: Predict the reaction yield, written as a fraction of the theoretical maximum amount of product (1.0 means a 100% yield; for example, 0.34 means a 34% yield). (1) The yield is 0.750. The catalyst is C(O)(=O)C. The product is [CH:21]([C:25]1[CH:30]=[C:29]([C:1]([C:2]2[CH:7]=[CH:6][CH:5]=[CH:4][CH:3]=2)([C:14]2[CH:15]=[CH:16][CH:17]=[CH:18][CH:19]=2)[C:8]2[CH:9]=[CH:10][CH:11]=[CH:12][CH:13]=2)[CH:28]=[CH:27][C:26]=1[OH:31])([CH2:23][CH3:24])[CH3:22]. The reactants are [C:1](O)([C:14]1[CH:19]=[CH:18][CH:17]=[CH:16][CH:15]=1)([C:8]1[CH:13]=[CH:12][CH:11]=[CH:10][CH:9]=1)[C:2]1[CH:7]=[CH:6][CH:5]=[CH:4][CH:3]=1.[CH:21]([C:25]1[CH:30]=[CH:29][CH:28]=[CH:27][C:26]=1[OH:31])([CH2:23][CH3:24])[CH3:22].S(=O)(=O)(O)O. (2) The reactants are [F:1][C:2]1[CH:3]=[CH:4][C:5]([CH3:11])=[C:6]([CH:10]=1)[C:7]([OH:9])=[O:8].OS(O)(=O)=O.[CH3:17]O. No catalyst specified. The product is [CH3:17][O:8][C:7](=[O:9])[C:6]1[CH:10]=[C:2]([F:1])[CH:3]=[CH:4][C:5]=1[CH3:11]. The yield is 0.780. (3) The reactants are [CH:1]1([CH2:7][O:8][C:9]2[CH:17]=[CH:16][CH:15]=[CH:14][C:10]=2[C:11]([OH:13])=O)[CH2:6][CH2:5][CH2:4][CH2:3][CH2:2]1.[CH2:18]([O:20][C:21]([C:23]1[CH:24]=[N:25][C:26]2[C:31]([CH:32]=1)=[CH:30][CH:29]=[C:28]([NH2:33])[CH:27]=2)=[O:22])[CH3:19].N1C=CC=CC=1C(NC(C1C=NC2C(C=1)=CC=C(N)C=2)=O)C1C=CC=CN=1. No catalyst specified. The product is [CH2:18]([O:20][C:21]([C:23]1[CH:24]=[N:25][C:26]2[C:31]([CH:32]=1)=[CH:30][CH:29]=[C:28]([NH:33][C:11](=[O:13])[C:10]1[CH:14]=[CH:15][CH:16]=[CH:17][C:9]=1[O:8][CH2:7][CH:1]1[CH2:2][CH2:3][CH2:4][CH2:5][CH2:6]1)[CH:27]=2)=[O:22])[CH3:19]. The yield is 0.580. (4) The reactants are [CH3:1][C:2]1[O:6][N:5]=[C:4]([C:7]2[CH:12]=[CH:11][CH:10]=[CH:9][CH:8]=2)[C:3]=1[CH2:13][O:14][C:15]1[CH:23]=[CH:22][C:18]([C:19]([OH:21])=O)=[CH:17][N:16]=1.[NH2:24][CH:25]([CH3:28])[CH2:26][OH:27]. No catalyst specified. The product is [OH:27][CH2:26][CH:25]([NH:24][C:19](=[O:21])[C:18]1[CH:22]=[CH:23][C:15]([O:14][CH2:13][C:3]2[C:4]([C:7]3[CH:8]=[CH:9][CH:10]=[CH:11][CH:12]=3)=[N:5][O:6][C:2]=2[CH3:1])=[N:16][CH:17]=1)[CH3:28]. The yield is 0.890. (5) The reactants are [N:1]1[CH:6]=[CH:5][CH:4]=[C:3]([C:7]2[N:12]=[C:11]([CH3:13])[C:10]([C:14]([OH:16])=O)=[CH:9][N:8]=2)[CH:2]=1.C(N(C(C)C)CC)(C)C.Cl.[CH3:27][NH:28][S:29]([C:32]1[CH:33]=[C:34]([CH:37]=[CH:38][CH:39]=1)[CH2:35][NH2:36])(=[O:31])=[O:30]. The catalyst is CN(C=O)C. The product is [CH3:27][NH:28][S:29]([C:32]1[CH:33]=[C:34]([CH:37]=[CH:38][CH:39]=1)[CH2:35][NH:36][C:14]([C:10]1[C:11]([CH3:13])=[N:12][C:7]([C:3]2[CH:2]=[N:1][CH:6]=[CH:5][CH:4]=2)=[N:8][CH:9]=1)=[O:16])(=[O:30])=[O:31]. The yield is 0.450. (6) The reactants are C([O:5][C:6](=[O:24])[NH:7][C:8]1([C:12](=[O:23])[NH:13][C:14]2([C:17]3[CH:22]=[CH:21][CH:20]=[CH:19][N:18]=3)[CH2:16][CH2:15]2)[CH2:11][O:10][CH2:9]1)(C)(C)C.C(O)(C(F)(F)F)=O. The catalyst is C(Cl)Cl. The product is [CH:6]([OH:24])=[O:5].[N:18]1[CH:19]=[CH:20][CH:21]=[CH:22][C:17]=1[C:14]1([NH:13][C:12]([C:8]2([NH2:7])[CH2:11][O:10][CH2:9]2)=[O:23])[CH2:16][CH2:15]1. The yield is 0.860. (7) The reactants are [Br:1][C:2]1[CH:3]=[C:4]([CH:7]=[CH:8][C:9]=1[N:10]1[C:14]([C:15]2[NH:16][C:17](=[O:31])[N:18]([C:21]3[CH:26]=[CH:25][CH:24]=[C:23]([C:27]([F:30])([F:29])[F:28])[CH:22]=3)[C:19]=2[CH3:20])=[CH:13][CH:12]=[N:11]1)[C:5]#[N:6].[CH:32]1([N:37]=[C:38]=[O:39])[CH2:36][CH2:35][CH2:34][CH2:33]1.CCN(C(C)C)C(C)C. The catalyst is C(Cl)Cl. The product is [CH:32]1([NH:37][C:38]([N:16]2[C:15]([C:14]3[N:10]([C:9]4[CH:8]=[CH:7][C:4]([C:5]#[N:6])=[CH:3][C:2]=4[Br:1])[N:11]=[CH:12][CH:13]=3)=[C:19]([CH3:20])[N:18]([C:21]3[CH:26]=[CH:25][CH:24]=[C:23]([C:27]([F:30])([F:28])[F:29])[CH:22]=3)[C:17]2=[O:31])=[O:39])[CH2:36][CH2:35][CH2:34][CH2:33]1. The yield is 0.650. (8) The reactants are [CH2:1]([O:8][C:9]1[CH:18]=[C:17]([O:19][CH2:20][C:21]2[CH:26]=[CH:25][CH:24]=[CH:23][CH:22]=2)[C:16]([C:27]([CH3:29])=[CH2:28])=[CH:15][C:10]=1[C:11]([O:13]C)=[O:12])[C:2]1[CH:7]=[CH:6][CH:5]=[CH:4][CH:3]=1.[OH-].[K+]. The catalyst is CO.O. The product is [CH2:1]([O:8][C:9]1[CH:18]=[C:17]([O:19][CH2:20][C:21]2[CH:26]=[CH:25][CH:24]=[CH:23][CH:22]=2)[C:16]([C:27]([CH3:29])=[CH2:28])=[CH:15][C:10]=1[C:11]([OH:13])=[O:12])[C:2]1[CH:3]=[CH:4][CH:5]=[CH:6][CH:7]=1. The yield is 0.890. (9) The reactants are Cl[C:2]1[CH:3]=[C:4]([C:31]([Cl:34])=[CH:32][N:33]=1)[C:5]([NH:7][C:8]1[CH:30]=[CH:29][C:11]2[CH2:12][CH2:13][C:14]3[C:15]([C:26]([NH2:28])=[O:27])=[N:16][N:17]([C:19]4[CH:24]=[CH:23][C:22]([F:25])=[CH:21][CH:20]=4)[C:18]=3[C:10]=2[CH:9]=1)=[O:6].[NH:35]1[CH2:40][CH2:39][NH:38][CH2:37][CH2:36]1. The catalyst is CCO. The product is [Cl:34][C:31]1[C:4]([C:5]([NH:7][C:8]2[CH:30]=[CH:29][C:11]3[CH2:12][CH2:13][C:14]4[C:15]([C:26]([NH2:28])=[O:27])=[N:16][N:17]([C:19]5[CH:24]=[CH:23][C:22]([F:25])=[CH:21][CH:20]=5)[C:18]=4[C:10]=3[CH:9]=2)=[O:6])=[CH:3][C:2]([N:35]2[CH2:40][CH2:39][NH:38][CH2:37][CH2:36]2)=[N:33][CH:32]=1. The yield is 0.530. (10) The reactants are [Cl:1][C:2]1[CH:7]=[CH:6][C:5]([S:8]([N:11]([CH3:17])[C:12](=[CH2:16])[C:13]([OH:15])=O)(=[O:10])=[O:9])=[CH:4][CH:3]=1.CCOC(OC(OCC)=O)=O.[F:29][C:30]([F:47])([F:46])[O:31][C:32]1[CH:37]=[CH:36][C:35]([C:38]2[CH:43]=[C:42]([CH2:44][NH2:45])[CH:41]=[CH:40][N:39]=2)=[CH:34][CH:33]=1. The catalyst is C1COCC1. The product is [Cl:1][C:2]1[CH:3]=[CH:4][C:5]([S:8]([N:11]([CH3:17])[C:12](=[CH2:16])[C:13]([NH:45][CH2:44][C:42]2[CH:41]=[CH:40][N:39]=[C:38]([C:35]3[CH:34]=[CH:33][C:32]([O:31][C:30]([F:47])([F:29])[F:46])=[CH:37][CH:36]=3)[CH:43]=2)=[O:15])(=[O:9])=[O:10])=[CH:6][CH:7]=1. The yield is 0.180.